Dataset: Catalyst prediction with 721,799 reactions and 888 catalyst types from USPTO. Task: Predict which catalyst facilitates the given reaction. (1) Reactant: Cl.[NH:2]1[CH2:5][CH:4]([CH2:6][C:7]2[N:15]3[C:10]([C:11]([NH2:16])=[N:12][CH:13]=[N:14]3)=[C:9]([C:17]3[CH:18]=[CH:19][C:20]4[C:24]([CH:25]=3)=[N:23][N:22]([CH2:26][C:27]3[CH:32]=[CH:31][CH:30]=[CH:29][CH:28]=3)[CH:21]=4)[CH:8]=2)[CH2:3]1.[CH3:33][S:34](Cl)(=[O:36])=[O:35].C(N(CC)C(C)C)(C)C. Product: [CH2:26]([N:22]1[CH:21]=[C:20]2[C:24]([CH:25]=[C:17]([C:9]3[CH:8]=[C:7]([CH2:6][CH:4]4[CH2:5][N:2]([S:34]([CH3:33])(=[O:36])=[O:35])[CH2:3]4)[N:15]4[C:10]=3[C:11]([NH2:16])=[N:12][CH:13]=[N:14]4)[CH:18]=[CH:19]2)=[N:23]1)[C:27]1[CH:32]=[CH:31][CH:30]=[CH:29][CH:28]=1. The catalyst class is: 3. (2) Reactant: C([O:8][C:9](=[O:29])[C:10]1[CH:22]=[C:21]([C:23]2[CH:28]=[CH:27][N:26]=[CH:25][CH:24]=2)[CH:20]=[C:12]([C:13]([N:15]([CH3:19])[CH2:16][CH2:17][CH3:18])=[O:14])[CH:11]=1)C1C=CC=CC=1. Product: [CH3:19][N:15]([CH2:16][CH2:17][CH3:18])[C:13](=[O:14])[C:12]1[CH:11]=[C:10]([CH:22]=[C:21]([C:23]2[CH:28]=[CH:27][N:26]=[CH:25][CH:24]=2)[CH:20]=1)[C:9]([OH:29])=[O:8]. The catalyst class is: 43. (3) Reactant: Br[C:2]1[CH:7]=[CH:6][C:5]([Cl:8])=[C:4]([F:9])[CH:3]=1.[B:10]1([B:10]2[O:14][C:13]([CH3:16])([CH3:15])[C:12]([CH3:18])([CH3:17])[O:11]2)[O:14][C:13]([CH3:16])([CH3:15])[C:12]([CH3:18])([CH3:17])[O:11]1.C([O-])(=O)C.[K+]. Product: [Cl:8][C:5]1[CH:6]=[CH:7][C:2]([B:10]2[O:14][C:13]([CH3:16])([CH3:15])[C:12]([CH3:18])([CH3:17])[O:11]2)=[CH:3][C:4]=1[F:9]. The catalyst class is: 184. (4) Reactant: [C:1]([O:5][C:6](=[O:32])[C:7]1[CH:12]=[C:11]([O:13][CH2:14][C:15]2[CH:20]=[CH:19][CH:18]=[CH:17][CH:16]=2)[C:10]([CH2:21][CH:22]=[CH2:23])=[C:9]([O:24][CH2:25][C:26]2[CH:31]=[CH:30][CH:29]=[CH:28][CH:27]=2)[CH:8]=1)([CH3:4])([CH3:3])[CH3:2].C1C=C(Cl)C=C(C(OO)=[O:41])C=1. Product: [C:1]([O:5][C:6](=[O:32])[C:7]1[CH:8]=[C:9]([O:24][CH2:25][C:26]2[CH:27]=[CH:28][CH:29]=[CH:30][CH:31]=2)[C:10]([CH2:21][CH:22]2[CH2:23][O:41]2)=[C:11]([O:13][CH2:14][C:15]2[CH:16]=[CH:17][CH:18]=[CH:19][CH:20]=2)[CH:12]=1)([CH3:2])([CH3:3])[CH3:4]. The catalyst class is: 2. (5) Reactant: [O:1]1[C@H:7]2[C@@H:2]1[C:3]([CH3:17])([CH3:16])[O:4][C:5]1[C:11]([CH3:12])=[C:10]([N+:13]([O-:15])=[O:14])[CH:9]=[CH:8][C:6]=12.Cl([O-])(=O)(=O)=O.[Li+].[Cl-].[NH4+:25]. Product: [CH3:16][C:3]1([CH3:17])[C@H:2]([OH:1])[C@@H:7]([NH:25][CH2:2][CH2:7][C:6]2[CH:8]=[CH:9][CH:10]=[CH:11][CH:5]=2)[C:6]2[CH:8]=[CH:9][C:10]([N+:13]([O-:15])=[O:14])=[C:11]([CH3:12])[C:5]=2[O:4]1. The catalyst class is: 12. (6) Reactant: [NH2:1][C:2]1[N:10]=[CH:9][C:8]([Br:11])=[CH:7][C:3]=1[C:4]([OH:6])=O.[NH2:12][C:13]1[CH:14]=[N:15][CH:16]=[CH:17][CH:18]=1.C(N=C=NC(C)C)(C)C.O.ON1C2C=CC=CC=2N=N1.CN1CCOCC1. Product: [NH2:1][C:2]1[N:10]=[CH:9][C:8]([Br:11])=[CH:7][C:3]=1[C:4]([NH:12][C:13]1[CH:14]=[N:15][CH:16]=[CH:17][CH:18]=1)=[O:6]. The catalyst class is: 9. (7) Reactant: Cl[Si:2]([Cl:5])([CH3:4])[CH3:3].[F:6][C:7]1[CH:15]=[CH:14][C:10](C[Mg]Cl)=[CH:9][CH:8]=1.CCCCCC. Product: [Cl:5][Si:2]([CH3:3])([CH3:4])[C:10]1[CH:14]=[CH:15][C:7]([F:6])=[CH:8][CH:9]=1. The catalyst class is: 1. (8) Reactant: I[CH2:2][CH2:3][CH2:4][CH2:5][CH2:6][CH2:7][CH2:8][CH2:9][CH2:10][CH3:11].C1COCC1.[CH3:17][C:18]1[CH:23]=[C:22]([CH3:24])[CH:21]=[C:20]([CH3:25])[C:19]=1[Mg]Br. Product: [CH2:2]([C:19]1[C:20]([CH3:25])=[CH:21][C:22]([CH3:24])=[CH:23][C:18]=1[CH3:17])[CH2:3][CH2:4][CH2:5][CH2:6][CH2:7][CH2:8][CH2:9][CH2:10][CH3:11]. The catalyst class is: 81. (9) Reactant: CCN(C(C)C)C(C)C.[CH3:10][C:11]1([CH3:34])[N:15]([C:16]([O:18][C:19]([CH3:22])([CH3:21])[CH3:20])=[O:17])[C@@H:14]([CH2:23][CH2:24][C:25]([N:27]2[C@H:31]([CH3:32])[CH2:30][O:29][C:28]2=[O:33])=[O:26])[CH2:13][O:12]1.[C:35]([O:39][C:40](=[O:43])[CH:41]=[CH2:42])([CH3:38])([CH3:37])[CH3:36]. Product: [C:35]([O:39][C:40](=[O:43])[CH2:41][CH2:42][C@@H:24]([C:25]([N:27]1[C@H:31]([CH3:32])[CH2:30][O:29][C:28]1=[O:33])=[O:26])[CH2:23][C@H:14]1[CH2:13][O:12][C:11]([CH3:10])([CH3:34])[N:15]1[C:16]([O:18][C:19]([CH3:20])([CH3:21])[CH3:22])=[O:17])([CH3:38])([CH3:37])[CH3:36]. The catalyst class is: 388. (10) Reactant: [Cl:1][C:2]1[CH:3]=[C:4]([CH:7]=[CH:8][CH:9]=1)[CH2:5][NH2:6].CN(C(ON1N=NC2C=CC=NC1=2)=[N+](C)C)C.F[P-](F)(F)(F)(F)F.[CH3:34][O:35][C:36]1[CH:37]=[CH:38][C:39]([N:44]2[C:53](=[O:54])[C:52]3[C:47](=[CH:48][C:49]([C:58](O)=[O:59])=[C:50]([N:55]([CH3:57])[CH3:56])[CH:51]=3)[NH:46][C:45]2=[S:61])=[N:40][C:41]=1[O:42][CH3:43].O. Product: [Cl:1][C:2]1[CH:3]=[C:4]([CH:7]=[CH:8][CH:9]=1)[CH2:5][NH:6][C:58]([C:49]1[CH:48]=[C:47]2[C:52]([C:53](=[O:54])[N:44]([C:39]3[CH:38]=[CH:37][C:36]([O:35][CH3:34])=[C:41]([O:42][CH3:43])[N:40]=3)[C:45](=[S:61])[NH:46]2)=[CH:51][C:50]=1[N:55]([CH3:57])[CH3:56])=[O:59]. The catalyst class is: 3.